This data is from Forward reaction prediction with 1.9M reactions from USPTO patents (1976-2016). The task is: Predict the product of the given reaction. (1) Given the reactants [Cl:1][C:2]1[CH:7]=[CH:6][C:5]([CH2:8][CH:9]([NH2:12])[CH2:10][CH3:11])=[CH:4][C:3]=1[O:13][CH2:14][CH3:15].[CH:16](O)=[O:17], predict the reaction product. The product is: [Cl:1][C:2]1[CH:7]=[CH:6][C:5]([CH2:8][CH:9]([NH:12][CH:16]=[O:17])[CH2:10][CH3:11])=[CH:4][C:3]=1[O:13][CH2:14][CH3:15]. (2) The product is: [CH3:11][C:8]1[N:5]2[CH:6]=[CH:7][C:2]([B:15]([OH:19])[OH:16])=[CH:3][C:4]2=[N:10][N:9]=1. Given the reactants Br[C:2]1[CH:7]=[CH:6][N:5]2[C:8]([CH3:11])=[N:9][N:10]=[C:4]2[CH:3]=1.C(Cl)Cl.[B:15]1(B2OC(C)(C)C(C)(C)O2)[O:19]C(C)(C)C(C)(C)[O:16]1.CC([O-])=O.[K+], predict the reaction product. (3) The product is: [CH2:1]([O:3][C:4]([C:6]1([C:9]2[CH:10]=[CH:11][C:12]([C:15]3[CH:20]=[CH:19][C:18]([C:21]4[CH:22]=[N:23][N:24]([CH3:34])[C:25]=4[NH2:26])=[CH:17][CH:16]=3)=[CH:13][CH:14]=2)[CH2:8][CH2:7]1)=[O:5])[CH3:2]. Given the reactants [CH2:1]([O:3][C:4]([C:6]1([C:9]2[CH:14]=[CH:13][C:12]([C:15]3[CH:20]=[CH:19][C:18]([C:21]4[CH:22]=[N:23][N:24]([CH3:34])[C:25]=4[NH:26]C(OC(C)(C)C)=O)=[CH:17][CH:16]=3)=[CH:11][CH:10]=2)[CH2:8][CH2:7]1)=[O:5])[CH3:2], predict the reaction product. (4) Given the reactants [H-].[Na+].[N:3]1([CH:8]2[CH2:16][C:15]3[C:10](=[CH:11][CH:12]=[C:13]([OH:17])[CH:14]=3)[CH2:9]2)[CH2:7][CH2:6][CH2:5][CH2:4]1.Cl[C:19]1[N:24]=[CH:23][C:22]([C:25]([NH2:27])=[O:26])=[CH:21][CH:20]=1, predict the reaction product. The product is: [N:3]1([CH:8]2[CH2:16][C:15]3[C:10](=[CH:11][CH:12]=[C:13]([O:17][C:19]4[N:24]=[CH:23][C:22]([C:25]([NH2:27])=[O:26])=[CH:21][CH:20]=4)[CH:14]=3)[CH2:9]2)[CH2:7][CH2:6][CH2:5][CH2:4]1.